This data is from Reaction yield outcomes from USPTO patents with 853,638 reactions. The task is: Predict the reaction yield, written as a fraction of the theoretical maximum amount of product (1.0 means a 100% yield; for example, 0.34 means a 34% yield). (1) The reactants are [S:1]1[C:5]([C:6]2[CH:7]=[C:8]3[C:13](=[CH:14][CH:15]=2)[C:12]([Br:16])=[C:11]([O:17][CH2:18][C:19]#[N:20])[CH:10]=[CH:9]3)=[CH:4][C:3]2[CH:21]=[CH:22][CH:23]=[CH:24][C:2]1=2.[C:25](Cl)(=[O:30])[CH2:26][CH2:27][CH2:28][CH3:29].[Sn](Cl)(Cl)(Cl)Cl. The catalyst is C(Cl)(Cl)Cl. The product is [Br:16][C:12]1[C:13]2[C:8](=[CH:7][C:6]([C:5]3[S:1][C:2]4[CH:24]=[CH:23][CH:22]=[CH:21][C:3]=4[C:4]=3[C:25](=[O:30])[CH2:26][CH2:27][CH2:28][CH3:29])=[CH:15][CH:14]=2)[CH:9]=[CH:10][C:11]=1[O:17][CH2:18][C:19]#[N:20]. The yield is 0.0523. (2) The yield is 0.880. The catalyst is ClCCl. The product is [Br:16][C:17]1[CH:22]=[CH:21][C:20]([CH:23]([O:8][Si:1]([C:4]([CH3:7])([CH3:6])[CH3:5])([CH3:3])[CH3:2])[CH2:24][CH2:25][CH2:26][CH2:27][CH3:28])=[CH:19][CH:18]=1. The reactants are [Si:1]([O:8]S(C(F)(F)F)(=O)=O)([C:4]([CH3:7])([CH3:6])[CH3:5])([CH3:3])[CH3:2].[Br:16][C:17]1[CH:22]=[CH:21][C:20]([CH:23](O)[CH2:24][CH2:25][CH2:26][CH2:27][CH3:28])=[CH:19][CH:18]=1.N1C(C)=CC=CC=1C.C(=O)(O)[O-].[Na+]. (3) The reactants are [F:1][C:2]1[C:3]([CH3:18])=[C:4]([C@:8]2([C:14]([O:16][CH3:17])=[O:15])[CH2:12][CH2:11][C@H:10]([OH:13])[CH2:9]2)[CH:5]=[CH:6][CH:7]=1.CC(OI1(OC(C)=O)(OC(C)=O)OC(=O)C2C=CC=CC1=2)=O. The catalyst is ClCCl. The product is [F:1][C:2]1[C:3]([CH3:18])=[C:4]([C@:8]2([C:14]([O:16][CH3:17])=[O:15])[CH2:12][CH2:11][C:10](=[O:13])[CH2:9]2)[CH:5]=[CH:6][CH:7]=1. The yield is 0.840. (4) The reactants are C([Si](C)(C)[O:6][C:7]1[CH:12]=[CH:11][C:10]([C:13]([C:18]2[CH:23]=[CH:22][C:21]([C:24]#[C:25][CH:26]([C:28]3([CH2:31][CH3:32])[CH2:30][CH2:29]3)[OH:27])=[C:20]([CH3:33])[CH:19]=2)([CH2:16][CH3:17])[CH2:14][CH3:15])=[CH:9][C:8]=1[CH3:34])(C)(C)C.[F-].C([N+](CCCC)(CCCC)CCCC)CCC. The catalyst is C1COCC1.C(OCC)(=O)C. The product is [CH2:14]([C:13]([C:10]1[CH:11]=[CH:12][C:7]([OH:6])=[C:8]([CH3:34])[CH:9]=1)([C:18]1[CH:23]=[CH:22][C:21]([C:24]#[C:25][CH:26]([C:28]2([CH2:31][CH3:32])[CH2:29][CH2:30]2)[OH:27])=[C:20]([CH3:33])[CH:19]=1)[CH2:16][CH3:17])[CH3:15]. The yield is 0.890.